The task is: Predict the reactants needed to synthesize the given product.. This data is from Full USPTO retrosynthesis dataset with 1.9M reactions from patents (1976-2016). (1) Given the product [C:11]([NH:10][C:8]1[N:7]([C:17]2[CH:22]=[C:21]([S:23][CH2:24][C:25]([F:26])([F:27])[F:28])[C:20]([CH3:29])=[CH:19][C:18]=2[F:30])[N:6]=[C:5]([OH:4])[CH:9]=1)(=[O:13])[CH3:12], predict the reactants needed to synthesize it. The reactants are: C([O:4][C:5]1[CH:9]=[C:8]([N:10](C(=O)C)[C:11](=[O:13])[CH3:12])[N:7]([C:17]2[CH:22]=[C:21]([S:23][CH2:24][C:25]([F:28])([F:27])[F:26])[C:20]([CH3:29])=[CH:19][C:18]=2[F:30])[N:6]=1)(=O)C.O.N. (2) Given the product [CH3:24][O:23][C:3]1[CH:4]=[C:5]2[C:10](=[CH:11][C:2]=1[O:1][CH2:26][CH2:27][CH2:28][N:29]1[CH:33]=[CH:32][N:31]=[C:30]1[CH3:34])[N:9]=[CH:8][N:7]=[C:6]2[NH:12][C:13]1[CH:14]=[C:15]2[C:19](=[CH:20][CH:21]=1)[NH:18][C:17]([CH3:22])=[CH:16]2, predict the reactants needed to synthesize it. The reactants are: [OH:1][C:2]1[CH:11]=[C:10]2[C:5]([C:6]([NH:12][C:13]3[CH:14]=[C:15]4[C:19](=[CH:20][CH:21]=3)[NH:18][C:17]([CH3:22])=[CH:16]4)=[N:7][CH:8]=[N:9]2)=[CH:4][C:3]=1[O:23][CH3:24].O[CH2:26][CH2:27][CH2:28][N:29]1[CH:33]=[CH:32][N:31]=[C:30]1[CH3:34]. (3) Given the product [C:20]([NH:19][N:18]([C:12](=[O:14])[CH2:11][CH2:10][C:3]1[C:4]2[C:9](=[CH:8][CH:7]=[CH:6][CH:5]=2)[N:1]([C:98]([O:97][C:94]([CH3:96])([CH3:95])[CH3:93])=[O:99])[CH:2]=1)[CH:15]([CH3:17])[CH3:16])(=[O:27])[C:21]1[CH:22]=[CH:23][CH:24]=[CH:25][CH:26]=1, predict the reactants needed to synthesize it. The reactants are: [NH:1]1[C:9]2[C:4](=[CH:5][CH:6]=[CH:7][CH:8]=2)[C:3]([CH2:10][CH2:11][C:12]([OH:14])=O)=[CH:2]1.[CH:15]([NH:18][NH:19][C:20](=[O:27])[C:21]1[CH:26]=[CH:25][CH:24]=[CH:23][CH:22]=1)([CH3:17])[CH3:16].CN(C(ON1N=NC2C=CC=NC1=2)=[N+](C)C)C.F[P-](F)(F)(F)(F)F.C(N(CC)C(C)C)(C)C.C([O-])([O-])=O.[K+].[K+].N1C2C(=CC=CC=2)C(CCC(N(C(C)C)NC(=O)C2C=CC=CC=2)=O)=C1.[CH3:93][C:94]([O:97][C:98](OC(OC(C)(C)C)=O)=[O:99])([CH3:96])[CH3:95]. (4) Given the product [CH:24]1([NH:28][CH:20]2[CH2:21][CH2:22][CH:17]([CH2:16][O:15][C:12]3[CH:13]=[CH:14][C:9]([CH2:8][N:4]4[CH2:3][C@@H:2]([CH3:1])[O:6][C:5]4=[O:7])=[CH:10][CH:11]=3)[CH2:18][CH2:19]2)[CH2:27][CH2:26][CH2:25]1, predict the reactants needed to synthesize it. The reactants are: [CH3:1][C@H:2]1[O:6][C:5](=[O:7])[N:4]([CH2:8][C:9]2[CH:14]=[CH:13][C:12]([O:15][CH2:16][CH:17]3[CH2:22][CH2:21][C:20](=O)[CH2:19][CH2:18]3)=[CH:11][CH:10]=2)[CH2:3]1.[CH:24]1([NH2:28])[CH2:27][CH2:26][CH2:25]1.[BH4-].[Na+]. (5) Given the product [CH3:13][O:14][C:15]1[CH:22]=[C:21]([O:23][CH3:24])[CH:20]=[CH:19][C:16]=1[CH2:17][NH:6][CH2:5][C:4]1[CH:7]=[CH:8][C:9]([O:11][CH3:12])=[CH:10][C:3]=1[O:2][CH3:1], predict the reactants needed to synthesize it. The reactants are: [CH3:1][O:2][C:3]1[CH:10]=[C:9]([O:11][CH3:12])[CH:8]=[CH:7][C:4]=1[CH2:5][NH2:6].[CH3:13][O:14][C:15]1[CH:22]=[C:21]([O:23][CH3:24])[CH:20]=[CH:19][C:16]=1[CH:17]=O.C(O[BH-](OC(=O)C)OC(=O)C)(=O)C.[Na+].O. (6) The reactants are: [CH3:1][C:2]1[CH:7]=[C:6]([N+:8]([O-:10])=[O:9])[CH:5]=[CH:4][C:3]=1[N:11]=[C:12]1[NH:16][CH2:15][CH:14]([CH3:17])[S:13]1.[CH3:18][C:19](=[CH2:22])[CH2:20][Br:21]. Given the product [BrH:21].[CH3:1][C:2]1[CH:7]=[C:6]([N+:8]([O-:10])=[O:9])[CH:5]=[CH:4][C:3]=1[N:11]=[C:12]1[N:16]([CH2:20][C:19]([CH3:22])=[CH2:18])[CH2:15][CH:14]([CH3:17])[S:13]1, predict the reactants needed to synthesize it. (7) Given the product [CH2:1]([NH:3][C:4]([C:6]1[C:14]2[C:9](=[N:10][CH:11]=[C:12]([O:54][C:52]3[CH:53]=[C:68]4[C:38](=[CH:30][CH:28]=3)[CH2:33][CH2:67][C@H:66]4[NH:63][C:64](=[O:57])[CH3:65])[N:13]=2)[NH:8][CH:7]=1)=[O:5])[CH3:2], predict the reactants needed to synthesize it. The reactants are: [CH2:1]([NH:3][C:4]([C:6]1[C:14]2[C:9](=[N:10][CH:11]=[C:12](Br)[N:13]=2)[N:8](COCC[Si](C)(C)C)[CH:7]=1)=[O:5])[CH3:2].C(N[C:28]([C:30]1[C:38]2[C:33](=NC=C(Br)N=2)N(COCC[Si](C)(C)C)C=1)=O)(C)C.C(O[C:52](=[O:54])[CH3:53])(=O)C.CS(Cl)(=O)=[O:57].C([N:63]([CH:66]([CH3:68])[CH3:67])[CH2:64][CH3:65])(C)C. (8) Given the product [C:1]1([CH2:7][O:8][C:9]2[CH:14]=[CH:13][C:12]([C:15]([F:18])([F:17])[F:16])=[CH:11][C:10]=2[C:19]2[CH2:24][CH2:23][CH2:22][CH2:21][C:20]=2[C:37]2[CH:47]=[C:41]([C:42]([O:44][CH2:45][CH3:46])=[O:43])[CH:40]=[N:39][CH:38]=2)[CH:6]=[CH:5][CH:4]=[CH:3][CH:2]=1, predict the reactants needed to synthesize it. The reactants are: [C:1]1([CH2:7][O:8][C:9]2[CH:14]=[CH:13][C:12]([C:15]([F:18])([F:17])[F:16])=[CH:11][C:10]=2[C:19]2[CH2:24][CH2:23][CH2:22][CH2:21][C:20]=2C2N=C(C(OCC)=O)C=CC=2)[CH:6]=[CH:5][CH:4]=[CH:3][CH:2]=1.Br[C:37]1[CH:38]=[N:39][CH:40]=[C:41]([CH:47]=1)[C:42]([O:44][CH2:45][CH3:46])=[O:43]. (9) Given the product [NH:1]([S:18]([C:21]1[C:33]([CH3:34])=[C:32]2[C:26]([O:27][C:28]([CH2:31]2)([CH3:30])[CH3:29])=[C:24]([CH3:25])[C:22]=1[CH3:23])(=[O:19])=[O:20])[C@H:2]([C:5]([O:7][CH3:8])=[O:6])[CH2:3][OH:4], predict the reactants needed to synthesize it. The reactants are: [NH2:1][C@H:2]([C:5]([O:7][CH3:8])=[O:6])[CH2:3][OH:4].CCN(C(C)C)C(C)C.[S:18](Cl)([C:21]1[C:33]([CH3:34])=[C:32]2[C:26]([O:27][C:28]([CH2:31]2)([CH3:30])[CH3:29])=[C:24]([CH3:25])[C:22]=1[CH3:23])(=[O:20])=[O:19].C(O)(=O)CC(CC(O)=O)(C(O)=O)O.